This data is from Reaction yield outcomes from USPTO patents with 853,638 reactions. The task is: Predict the reaction yield, written as a fraction of the theoretical maximum amount of product (1.0 means a 100% yield; for example, 0.34 means a 34% yield). The reactants are C(N(CC)C(C)C)(C)C.[CH3:10][N:11]1[CH2:16][CH2:15][N:14]([C:17]2[S:18][CH:19]=[C:20]([C:22]3[CH:27]=[CH:26][C:25]([C:28]([NH:30][C:31]4([C:37]([NH:39][C@H:40]([CH2:45][OH:46])[CH2:41][CH2:42][S:43][CH3:44])=[O:38])[CH2:36][CH2:35][CH2:34][CH2:33][CH2:32]4)=[O:29])=[CH:24][CH:23]=3)[N:21]=2)[CH2:13][CH2:12]1. The catalyst is CS(C)=O.C(Cl)Cl. The product is [CH3:10][N:11]1[CH2:16][CH2:15][N:14]([C:17]2[S:18][CH:19]=[C:20]([C:22]3[CH:23]=[CH:24][C:25]([C:28]([NH:30][C:31]4([C:37]([NH:39][C@H:40]([CH:45]=[O:46])[CH2:41][CH2:42][S:43][CH3:44])=[O:38])[CH2:36][CH2:35][CH2:34][CH2:33][CH2:32]4)=[O:29])=[CH:26][CH:27]=3)[N:21]=2)[CH2:13][CH2:12]1. The yield is 0.640.